The task is: Predict the reactants needed to synthesize the given product.. This data is from Full USPTO retrosynthesis dataset with 1.9M reactions from patents (1976-2016). (1) Given the product [CH3:23][C@H:6]1[NH:22][C@H:20]([CH3:21])[CH2:19][N:8]([C:9]([O:11][CH2:12][C:13]2[CH:18]=[CH:17][CH:16]=[CH:15][CH:14]=2)=[O:10])[CH2:7]1, predict the reactants needed to synthesize it. The reactants are: CS(O[C@H:6]([CH3:23])[CH2:7][N:8]([CH2:19][C@@H:20]([NH2:22])[CH3:21])[C:9]([O:11][CH2:12][C:13]1[CH:18]=[CH:17][CH:16]=[CH:15][CH:14]=1)=[O:10])(=O)=O. (2) Given the product [CH2:9]([C@:8]1([C:13]2[CH:18]=[CH:17][C:16]([F:19])=[CH:15][CH:14]=2)[CH2:7][CH2:6][N:5]([C@H:3]([C:2]([CH3:20])([CH3:1])[CH3:21])[CH3:4])[C:30](=[O:32])[NH:12]1)[CH:10]=[CH2:11], predict the reactants needed to synthesize it. The reactants are: [CH3:1][C:2]([CH3:21])([CH3:20])[C@@H:3]([NH:5][CH2:6][CH2:7][C@:8]([C:13]1[CH:18]=[CH:17][C:16]([F:19])=[CH:15][CH:14]=1)([NH2:12])[CH2:9][CH:10]=[CH2:11])[CH3:4].C(N(CC)CC)C.Cl[C:30](Cl)([O:32]C(=O)OC(Cl)(Cl)Cl)Cl.